This data is from Catalyst prediction with 721,799 reactions and 888 catalyst types from USPTO. The task is: Predict which catalyst facilitates the given reaction. (1) Reactant: [NH2:1][OH:2].[Cl:3][C:4]1[CH:9]=[C:8]([C:10]([F:13])([F:12])[F:11])[CH:7]=[CH:6][C:5]=1[O:14][CH:15]1[CH2:20][CH2:19][N:18]([S:21](/[CH:24]=[CH:25]\[CH2:26][CH2:27][CH2:28][C:29]2[N:34]=[CH:33][CH:32]=[CH:31][N:30]=2)(=[O:23])=[O:22])[CH2:17][CH2:16]1. Product: [Cl:3][C:4]1[CH:9]=[C:8]([C:10]([F:11])([F:12])[F:13])[CH:7]=[CH:6][C:5]=1[O:14][CH:15]1[CH2:16][CH2:17][N:18]([S:21]([CH2:24][CH:25]([NH:1][OH:2])[CH2:26][CH2:27][CH2:28][C:29]2[N:34]=[CH:33][CH:32]=[CH:31][N:30]=2)(=[O:22])=[O:23])[CH2:19][CH2:20]1. The catalyst class is: 1. (2) Reactant: [Br:1][C:2]1[CH:3]=[C:4]([C:8]2([C:15]3[CH:20]=[CH:19][C:18]([O:21][CH3:22])=[CH:17][CH:16]=3)[C:12](=S)[S:11][C:10](=S)[NH:9]2)[CH:5]=[CH:6][CH:7]=1.[NH2:23][CH2:24][CH:25]([CH2:30][NH2:31])[C:26]([O:28][CH3:29])=[O:27].C(N(CC)CC)C. Product: [Br:1][C:2]1[CH:3]=[C:4]([C:8]2([C:15]3[CH:16]=[CH:17][C:18]([O:21][CH3:22])=[CH:19][CH:20]=3)[C:12]3=[N:23][CH2:24][CH:25]([C:26]([O:28][CH3:29])=[O:27])[CH2:30][N:31]3[C:10](=[S:11])[NH:9]2)[CH:5]=[CH:6][CH:7]=1. The catalyst class is: 8. (3) Reactant: [Cl:1][CH2:2][CH2:3][C:4](O)([C:11]1[CH:16]=[CH:15][CH:14]=[CH:13][CH:12]=1)[CH2:5][C:6]([O:8][CH2:9][CH3:10])=[O:7].[CH2:18]([Si](C)(C)C)[CH:19]=[CH2:20]. Product: [Cl:1][CH2:2][CH2:3][C:4]([C:11]1[CH:16]=[CH:15][CH:14]=[CH:13][CH:12]=1)([CH2:20][CH:19]=[CH2:18])[CH2:5][C:6]([O:8][CH2:9][CH3:10])=[O:7]. The catalyst class is: 388. (4) Reactant: C(OC([N:8]1[C:16]2[C:11](=[CH:12][CH:13]=[CH:14][CH:15]=2)[CH:10]([NH:17][C:18]([C:20]2[S:21][C:22]([Cl:25])=[CH:23][CH:24]=2)=[O:19])[CH2:9]1)=O)(C)(C)C. Product: [NH:8]1[C:16]2[C:11](=[CH:12][CH:13]=[CH:14][CH:15]=2)[CH:10]([NH:17][C:18]([C:20]2[S:21][C:22]([Cl:25])=[CH:23][CH:24]=2)=[O:19])[CH2:9]1. The catalyst class is: 67. (5) Reactant: [C:1]([C:5]1[CH:23]=[C:8]2[N:9]=[C:10]([CH3:22])[C:11]([CH:14]([CH2:19][CH2:20][CH3:21])[C:15]([O:17][CH3:18])=[O:16])=[C:12](Cl)[N:7]2[N:6]=1)([CH3:4])([CH3:3])[CH3:2].[Cl:24][C:25]1[CH:30]=[CH:29][C:28](B(O)O)=[C:27]([F:34])[CH:26]=1.C(N(C(C)C)CC)(C)C. Product: [C:1]([C:5]1[CH:23]=[C:8]2[N:9]=[C:10]([CH3:22])[C:11]([CH:14]([CH2:19][CH2:20][CH3:21])[C:15]([O:17][CH3:18])=[O:16])=[C:12]([C:28]3[CH:29]=[CH:30][C:25]([Cl:24])=[CH:26][C:27]=3[F:34])[N:7]2[N:6]=1)([CH3:4])([CH3:3])[CH3:2]. The catalyst class is: 149. (6) Reactant: [C:1]([Cl:4])(=[O:3])[CH3:2].Cl.[NH2:6][CH2:7][C:8]([CH3:14])([CH3:13])[CH2:9][C:10](O)=[O:11]. Product: [ClH:4].[CH2:1]([O:3][C:10](=[O:11])[CH2:9][C:8]([CH3:14])([CH3:13])[CH2:7][NH2:6])[CH3:2]. The catalyst class is: 8.